This data is from Experimentally validated miRNA-target interactions with 360,000+ pairs, plus equal number of negative samples. The task is: Binary Classification. Given a miRNA mature sequence and a target amino acid sequence, predict their likelihood of interaction. (1) The miRNA is hsa-miR-548ac with sequence CAAAAACCGGCAAUUACUUUUG. The protein sequence of the target gene is MAAAAAAATTAACSSGSAGTDAAGASGLQQPPPQPQPQPAAAAPAQPPPEPPRKPRMDPRRRQAALSFLTNISLDGRLPPQDAEWGGGEEGGAAKPGAGGACGARTRFSLLAAAERGGCIALAAPGTPAAGLAAGSGPCLPQPSSLPPLIPGGHATVSGPGVARGFASPLGAGRASGEQWQPPRPAPLAACAQLQLLDGSGAAGQEELEEDDAFISVQVPAAAFLGSGTPGSGSGSRGRLNSFTQGILPIAFSRPTSQNYCSLEQPGQGGSTSAFEQLQRSRRRLISQRSSLETLEDIEE.... Result: 1 (interaction). (2) The miRNA is hsa-miR-3928-3p with sequence GGAGGAACCUUGGAGCUUCGGC. The protein sequence of the target gene is MIATGGVITGLAALKRQDSARSQQHINLSPLPATQDQKPVRRRPRADVVVVRGKIRLYSPSGFFLILGVLVSIIGIAMAVLGYWPQKEHFIDAETTLSTNETQVVRNQGGVVVRFFEQHLHSDKMKMLGPFTMGIGIFIFICANAILHENRDKETKIIHMRDIYSTVIDIHTLRLKEQKQANGLYAGLLGDTEVKQNGSPCASRLAATTLASFSGMRNSFRVDSSVEEDELMLTESKSLGHLMPPLLSDSAVSVFGLYPPPAKATDDKASSSKKCDTKSIVSSSISAFTLPVIKLNNCVI.... Result: 0 (no interaction). (3) The miRNA is cel-miR-796 with sequence UGGAAUGUAGUUGAGGUUAGUAA. The protein sequence of the target gene is MVTSSFPISVAVFALITLQVGTQDSFIAAVYEHAVILPNKTETPVSQEDALNLMNENIDILETAIKQAAEQGARIIVTPEDALYGWKFTRETVFPYLEDIPDPQVNWIPCQDPHRFGHTPVQARLSCLAKDNSIYVLANLGDKKPCNSRDSTCPPNGYFQYNTNVVYNTEGKLVARYHKYHLYSEPQFNVPEKPELVTFNTAFGRFGIFTCFDIFFYDPGVTLVKDFHVDTILFPTAWMNVLPLLTAIEFHSAWAMGMGVNLLVANTHHVSLNMTGSGIYAPNGPKVYHYDMKTELGKLL.... Result: 0 (no interaction). (4) The miRNA is mmu-miR-362-3p with sequence AACACACCUGUUCAAGGAUUCA. The protein sequence of the target gene is MGVNQSVGFPPVTGPHLVGCGDVMEGQNLQGSFFRLFYPCQKAEETMEQPLWIPRYEYCTGLAEYLQFNKRCGGLLFNLAVGSCRLPVSWNGPFKTKDSGYPLIIFSHGLGAFRTLYSAFCMELASRGFVVAVPEHRDRSAATTYFCKQAPEENQPTNESLQEEWIPFRRVEEGEKEFHVRNPQVHQRVSECLRVLKILQEVTAGQTVFNILPGGLDLMTLKGNIDMSRVAVMGHSFGGATAILALAKETQFRCAVALDAWMFPLERDFYPKARGPVFFINTEKFQTMESVNLMKKICAQ.... Result: 0 (no interaction). (5) The miRNA is mmu-miR-3473c with sequence UCUCUCCAGCCCCCAUAAUAAG. The protein sequence of the target gene is MYNGIGLPTPRGSGTNGYVQRNLSLVRGRRGERPDYKGEEELRHLEAALVKRPNPDILDHERKRRVELRCLELEEMMEEQGYEEQQIQEKVATFRLMLLEKDVNPGAKEETPGQRPVVTETHQLAELNEKKNERLRAAFGISDSYVDGSSFDPQRRAREAKQIAPEPPKPYSLVRETSSSRSPTPKQKKKKKKKDRGRRSESSSPRRERKKSSKKKKHRSESESKKRKHRSPTPKSKRKSKDKKRKRSRSTTPAPKSRRAHRSTSADSASSSDTSRSRSRSAAAKIHTTALTGQSPPLAS.... Result: 0 (no interaction).